Dataset: Peptide-MHC class II binding affinity with 134,281 pairs from IEDB. Task: Regression. Given a peptide amino acid sequence and an MHC pseudo amino acid sequence, predict their binding affinity value. This is MHC class II binding data. (1) The peptide sequence is WEALKYLWNLLQYWGQELK. The MHC is HLA-DQA10501-DQB10201 with pseudo-sequence HLA-DQA10501-DQB10201. The binding affinity (normalized) is 0.173. (2) The peptide sequence is GSDPKKLVLNIKYTR. The MHC is HLA-DQA10301-DQB10302 with pseudo-sequence HLA-DQA10301-DQB10302. The binding affinity (normalized) is 0.0441. (3) The peptide sequence is KMYFNLIDTKAYK. The MHC is DRB1_0301 with pseudo-sequence DRB1_0301. The binding affinity (normalized) is 0.307. (4) The peptide sequence is TATAAVGAATGAATA. The MHC is HLA-DQA10501-DQB10301 with pseudo-sequence HLA-DQA10501-DQB10301. The binding affinity (normalized) is 0.871.